Dataset: Catalyst prediction with 721,799 reactions and 888 catalyst types from USPTO. Task: Predict which catalyst facilitates the given reaction. Reactant: [NH2:1][C:2]1[CH:3]=[C:4]2[C:8](=[CH:9][CH:10]=1)[NH:7][N:6]=[CH:5]2.O1CCCC1.[F:16][C:17]1[CH:18]=[C:19]([S:23](Cl)(=[O:25])=[O:24])[CH:20]=[CH:21][CH:22]=1. Product: [F:16][C:17]1[CH:18]=[C:19]([S:23]([NH:1][C:2]2[CH:3]=[C:4]3[C:8](=[CH:9][CH:10]=2)[NH:7][N:6]=[CH:5]3)(=[O:25])=[O:24])[CH:20]=[CH:21][CH:22]=1. The catalyst class is: 66.